From a dataset of Reaction yield outcomes from USPTO patents with 853,638 reactions. Predict the reaction yield, written as a fraction of the theoretical maximum amount of product (1.0 means a 100% yield; for example, 0.34 means a 34% yield). (1) The yield is 0.590. The product is [CH:1]([NH:4][CH2:5][C:6]1[C:7]([C:21]([OH:23])=[O:22])=[N:8][O:9][C:10]=1[C:11]1[CH:12]=[CH:13][C:14]([C:17]([F:19])([F:18])[F:20])=[CH:15][CH:16]=1)([CH3:3])[CH3:2]. The catalyst is C1COCC1. The reactants are [CH:1]([NH:4][CH2:5][C:6]1[C:7]([C:21]([O:23]CC)=[O:22])=[N:8][O:9][C:10]=1[C:11]1[CH:16]=[CH:15][C:14]([C:17]([F:20])([F:19])[F:18])=[CH:13][CH:12]=1)([CH3:3])[CH3:2].[Li+].[OH-].Cl. (2) The reactants are [Br:1][C:2]1[CH:3]=[C:4]2[C:9](=[CH:10][CH:11]=1)[C:8](=[O:12])[NH:7][C:6](=[O:13])/[C:5]/2=[CH:14]\NC1C=NC(C2C[C@H](C)N[C@H](C)C2)=C(C)C=1.BrC1C=C2C(=CC=1)[C:38](=[O:42])NC(=O)C2=CNC1C=CC(N2CC(C)NC(C)C2)=CC=1. No catalyst specified. The product is [Br:1][C:2]1[CH:3]=[C:4]2[C:9](=[CH:10][CH:11]=1)[C:8](=[O:12])[NH:7][C:6](=[O:13])/[C:5]/2=[CH:14]/[O:42][CH3:38]. The yield is 0.860. (3) The reactants are [Na+].[CH2:2]([O:4][C:5]([C:7]1[CH2:8][C@@H:9]([N:20]=CC2C=CC=CC=2S([O-])(=O)=O)[C@H:10]([OH:19])[C@H:11]([O:13][CH:14]([CH2:17][CH3:18])[CH2:15][CH3:16])[CH:12]=1)=[O:6])[CH3:3].C(N(CC)CC)C.[CH3:39][S:40](Cl)(=[O:42])=[O:41].C(N)CN. The catalyst is C(OCC)(=O)C.O. The product is [CH2:2]([O:4][C:5]([C:7]1[CH2:8][C@@H:9]([NH2:20])[C@H:10]([O:19][S:40]([CH3:39])(=[O:42])=[O:41])[C@H:11]([O:13][CH:14]([CH2:15][CH3:16])[CH2:17][CH3:18])[CH:12]=1)=[O:6])[CH3:3]. The yield is 0.910. (4) The reactants are [C:1]([O:5][C:6]([NH:8][C@@H:9]([CH2:13][CH2:14][CH2:15][C:16]([CH3:21])([N+:18]([O-:20])=[O:19])[CH3:17])[C:10]([OH:12])=[O:11])=[O:7])([CH3:4])([CH3:3])[CH3:2].[CH3:22]OC(OC)N(C)C. The catalyst is ClCCl. The product is [C:1]([O:5][C:6]([NH:8][C@@H:9]([CH2:13][CH2:14][CH2:15][C:16]([CH3:21])([N+:18]([O-:20])=[O:19])[CH3:17])[C:10]([O:12][CH3:22])=[O:11])=[O:7])([CH3:4])([CH3:2])[CH3:3]. The yield is 0.620. (5) The reactants are [CH2:1]([O:8][C:9]1[CH:14]=[CH:13][C:12]([C:15]2(O)[C:23]3[C:18](=[CH:19][CH:20]=[CH:21][CH:22]=3)[N:17]([CH:24]([C:31]3[CH:36]=[CH:35][CH:34]=[CH:33][CH:32]=3)[C:25]3[CH:30]=[CH:29][CH:28]=[CH:27][CH:26]=3)[C:16]2=[O:37])=[C:11]([OH:39])[CH:10]=1)[C:2]1[CH:7]=[CH:6][CH:5]=[CH:4][CH:3]=1.C([SiH](CC)CC)C.FC(F)(F)C(O)=O. No catalyst specified. The product is [CH2:1]([O:8][C:9]1[CH:14]=[CH:13][C:12]([CH:15]2[C:23]3[C:18](=[CH:19][CH:20]=[CH:21][CH:22]=3)[N:17]([CH:24]([C:25]3[CH:26]=[CH:27][CH:28]=[CH:29][CH:30]=3)[C:31]3[CH:32]=[CH:33][CH:34]=[CH:35][CH:36]=3)[C:16]2=[O:37])=[C:11]([OH:39])[CH:10]=1)[C:2]1[CH:3]=[CH:4][CH:5]=[CH:6][CH:7]=1. The yield is 0.760. (6) The reactants are [CH3:1][O:2][C:3]([CH:5]1[CH:11]2[CH:12]=[CH:13][CH:7]([CH:8]3[CH:10]2[CH2:9]3)[CH:6]1C(O)=O)=[O:4].C([N:19](CC)CC)C.Cl[C:25]([O:27][CH2:28][CH3:29])=[O:26].[N-]=[N+]=[N-].[Na+].[CH2:34](O)[C:35]1C=C[CH:38]=[CH:37][CH:36]=1. The catalyst is O1CCCC1.O.C1C=CC=CC=1.ClCCl. The product is [CH2:28]([O:27][C:25]([NH:19][C@H:6]1[C@@H:7]2[CH:13]=[CH:12][C@@H:11]([C@@H:10]3[C@H:8]2[CH2:9]3)[C@H:5]1[C:3]([O:2][CH3:1])=[O:4])=[O:26])[C:29]1[CH:38]=[CH:37][CH:36]=[CH:35][CH:34]=1. The yield is 0.360. (7) The reactants are C[O:2][C:3]1[CH:4]=[C:5]2[C:9](=[CH:10][CH:11]=1)[N:8]([CH3:12])[CH2:7][CH2:6]2.B(Br)(Br)Br.CO.C([O-])(O)=O.[Na+]. The catalyst is ClCCl. The product is [CH3:12][N:8]1[C:9]2[C:5](=[CH:4][C:3]([OH:2])=[CH:11][CH:10]=2)[CH2:6][CH2:7]1. The yield is 0.530. (8) The catalyst is ClC(Cl)C. The reactants are S(Cl)(Cl)=O.[Cl:5][C:6]1[C:7]([CH3:15])=[C:8]([CH:12]=[CH:13][CH:14]=1)[C:9]([OH:11])=O.[Al+3].[Cl-].[Cl-].[Cl-].[CH:20]1C=CC=C[CH:21]=1. The product is [Cl:5][C:6]1[C:7]([CH3:15])=[C:8]2[C:12]([CH2:20][CH2:21][C:9]2=[O:11])=[CH:13][CH:14]=1. The yield is 0.720.